From a dataset of Reaction yield outcomes from USPTO patents with 853,638 reactions. Predict the reaction yield, written as a fraction of the theoretical maximum amount of product (1.0 means a 100% yield; for example, 0.34 means a 34% yield). (1) The reactants are [F:1][C:2]1[CH:3]=[C:4]([C@:15]([NH:30][C:31](=[O:36])[CH2:32][C:33](=[O:35])[CH3:34])([C:23]2[CH:28]=[CH:27][C:26]([F:29])=[CH:25][CH:24]=2)[CH2:16][C:17]2[CH:22]=[CH:21][CH:20]=[CH:19][CH:18]=2)[CH:5]=[C:6]([O:8][C:9]([F:14])([F:13])[CH:10]([F:12])[F:11])[CH:7]=1.[N:37]([O-])=[O:38].[Na+]. The catalyst is C(O)(=O)C.O. The product is [F:1][C:2]1[CH:3]=[C:4]([C@:15]([NH:30][C:31](=[O:36])[C:32](=[N:37][OH:38])[C:33](=[O:35])[CH3:34])([C:23]2[CH:24]=[CH:25][C:26]([F:29])=[CH:27][CH:28]=2)[CH2:16][C:17]2[CH:18]=[CH:19][CH:20]=[CH:21][CH:22]=2)[CH:5]=[C:6]([O:8][C:9]([F:14])([F:13])[CH:10]([F:12])[F:11])[CH:7]=1. The yield is 1.00. (2) The reactants are [CH3:1][CH:2]([N:4]([CH:34]([CH3:36])[CH3:35])[CH2:5][C@@H:6]([OH:33])[CH2:7][O:8][C:9]1[CH:10]=[CH:11][C:12]2[C:13]3[N:14]([CH2:30][CH2:31][N:32]=3)[C:15]([NH:21][C:22]([C:24]3[CH:25]=[N:26][CH:27]=[CH:28][CH:29]=3)=[O:23])=[N:16][C:17]=2[C:18]=1[O:19]C)[CH3:3]. The catalyst is CN1CCCC1=O. The product is [CH3:36][CH:34]([N:4]([CH:2]([CH3:3])[CH3:1])[CH2:5][C@@H:6]([OH:33])[CH2:7][O:8][C:9]1[CH:10]=[CH:11][C:12]2[C:13]3[N:14]([CH2:30][CH2:31][N:32]=3)[C:15]([NH:21][C:22]([C:24]3[CH:25]=[N:26][CH:27]=[CH:28][CH:29]=3)=[O:23])=[N:16][C:17]=2[C:18]=1[OH:19])[CH3:35]. The yield is 0.650. (3) The yield is 0.550. The product is [Cl:28][C:22]1[CH:23]=[CH:24][C:25]2[C:26]3[N:27]=[C:15]([C:7]4[CH:6]=[C:5]5[C:10](=[CH:9][CH:8]=4)[N:2]([CH3:1])[N:3]=[CH:4]5)[CH:16]=[C:17]([C:38]([O:40][CH3:41])=[O:39])[C:18]=3[N:19]([CH2:29][C:30]3[CH:31]=[CH:32][C:33]([O:36][CH3:37])=[CH:34][CH:35]=3)[C:20]=2[CH:21]=1. The catalyst is CC([O-])=O.CC([O-])=O.[Pd+2]. The reactants are [CH3:1][N:2]1[C:10]2[C:5](=[CH:6][C:7](B(O)O)=[CH:8][CH:9]=2)[CH:4]=[N:3]1.Br[C:15]1[CH:16]=[C:17]([C:38]([O:40][CH3:41])=[O:39])[C:18]2[N:19]([CH2:29][C:30]3[CH:35]=[CH:34][C:33]([O:36][CH3:37])=[CH:32][CH:31]=3)[C:20]3[CH:21]=[C:22]([Cl:28])[CH:23]=[CH:24][C:25]=3[C:26]=2[N:27]=1.[O-]P([O-])([O-])=O.[K+].[K+].[K+].C1(P(C2CCCCC2)C2C=CC=CC=2C2C(OC)=CC=CC=2OC)CCCCC1.